From a dataset of Catalyst prediction with 721,799 reactions and 888 catalyst types from USPTO. Predict which catalyst facilitates the given reaction. (1) Reactant: C[O:2][C:3]([C:5]1[O:25][C:8]2=[CH:9][N:10]=[CH:11][C:12]([C:13]3[CH:14]=[C:15]([C:19]4[CH:24]=[CH:23][CH:22]=[CH:21][CH:20]=4)[CH:16]=[CH:17][CH:18]=3)=[C:7]2[CH:6]=1)=[O:4].[OH-].[K+]. Product: [C:15]1([C:19]2[CH:20]=[CH:21][CH:22]=[CH:23][CH:24]=2)[CH:16]=[CH:17][CH:18]=[C:13]([C:12]2[CH:11]=[N:10][CH:9]=[C:8]3[O:25][C:5]([C:3]([OH:4])=[O:2])=[CH:6][C:7]=23)[CH:14]=1. The catalyst class is: 5. (2) Reactant: Cl.[NH2:2][C@H:3]1[CH2:7][CH2:6][N:5]([CH2:8][C:9]2[CH:18]=[C:17]3[C:12]([CH:13]=[CH:14][C:15]([Cl:19])=[N:16]3)=[CH:11][CH:10]=2)[C:4]1=[O:20].[Cl:21][C:22]1[CH:23]=[CH:24][C:25]2[CH:29]=[C:28]([S:30](Cl)(=[O:32])=[O:31])[S:27][C:26]=2[CH:34]=1.COC1C=C2C(C=CC(S(Cl)(=O)=O)=C2)=CC=1. The catalyst class is: 2. Product: [Cl:19][C:15]1[CH:14]=[CH:13][C:12]2[C:17](=[CH:18][C:9]([CH2:8][N:5]3[CH2:6][CH2:7][C@H:3]([NH:2][S:30]([C:28]4[S:27][C:26]5[CH:34]=[C:22]([Cl:21])[CH:23]=[CH:24][C:25]=5[CH:29]=4)(=[O:32])=[O:31])[C:4]3=[O:20])=[CH:10][CH:11]=2)[N:16]=1. (3) Reactant: C([BH3-])#N.[Na+].[CH:5](=O)[CH2:6][CH2:7][CH2:8][CH2:9][CH3:10].[NH2:12][C:13]1[CH:18]=[CH:17][C:16]([C:19]2[CH:24]=[CH:23][C:22]([NH:25][C:26]([C:28]3[CH:33]=[C:32]([N+:34]([O-:36])=[O:35])[CH:31]=[CH:30][C:29]=3[Cl:37])=[O:27])=[CH:21][CH:20]=2)=[CH:15][CH:14]=1.C(=O)(O)[O-].[Na+]. Product: [CH2:5]([NH:12][C:13]1[CH:14]=[CH:15][C:16]([C:19]2[CH:20]=[CH:21][C:22]([NH:25][C:26]([C:28]3[CH:33]=[C:32]([N+:34]([O-:36])=[O:35])[CH:31]=[CH:30][C:29]=3[Cl:37])=[O:27])=[CH:23][CH:24]=2)=[CH:17][CH:18]=1)[CH2:6][CH2:7][CH2:8][CH2:9][CH3:10]. The catalyst class is: 5. (4) Reactant: [CH2:1]([N:4]1[C:8]2[CH:9]=[CH:10][C:11]([C:13]([O:15]C)=[O:14])=[CH:12][C:7]=2[N:6]=[C:5]1[C:17]1[CH:18]=[CH:19][C:20]2[N:21]([CH2:30][CH3:31])[C:22]3[C:27]([C:28]=2[CH:29]=1)=[CH:26][CH:25]=[CH:24][CH:23]=3)[CH:2]=[CH2:3].[OH-].[Na+].Cl. Product: [CH2:1]([N:4]1[C:8]2[CH:9]=[CH:10][C:11]([C:13]([OH:15])=[O:14])=[CH:12][C:7]=2[N:6]=[C:5]1[C:17]1[CH:18]=[CH:19][C:20]2[N:21]([CH2:30][CH3:31])[C:22]3[C:27]([C:28]=2[CH:29]=1)=[CH:26][CH:25]=[CH:24][CH:23]=3)[CH:2]=[CH2:3]. The catalyst class is: 412. (5) Reactant: [Br:1][C:2]1[C:3]([Cl:9])=[CH:4][C:5]([NH2:8])=[N:6][CH:7]=1.[C:10](Cl)(=[O:12])[CH3:11]. Product: [Br:1][C:2]1[C:3]([Cl:9])=[CH:4][C:5]([NH:8][C:10](=[O:12])[CH3:11])=[N:6][CH:7]=1. The catalyst class is: 17.